This data is from Peptide-MHC class II binding affinity with 134,281 pairs from IEDB. The task is: Regression. Given a peptide amino acid sequence and an MHC pseudo amino acid sequence, predict their binding affinity value. This is MHC class II binding data. (1) The peptide sequence is AAATAGTTTYGAFAA. The MHC is HLA-DQA10102-DQB10602 with pseudo-sequence HLA-DQA10102-DQB10602. The binding affinity (normalized) is 0.755. (2) The peptide sequence is AFIVAATAANAAPAN. The MHC is DRB1_1001 with pseudo-sequence DRB1_1001. The binding affinity (normalized) is 0.842. (3) The peptide sequence is EKKYFAATPFEPLAA. The MHC is DRB1_0701 with pseudo-sequence DRB1_0701. The binding affinity (normalized) is 0.755. (4) The peptide sequence is NGKRLEPNWASVKKD. The MHC is DRB1_0405 with pseudo-sequence DRB1_0405. The binding affinity (normalized) is 0. (5) The peptide sequence is VIIHGLHLYGCSTSV. The MHC is DRB1_1201 with pseudo-sequence DRB1_1201. The binding affinity (normalized) is 0.582. (6) The peptide sequence is LTTSQTLLFNILGGWVAAQL. The MHC is DRB1_1101 with pseudo-sequence DRB1_1101. The binding affinity (normalized) is 0.130. (7) The peptide sequence is DCLLCAYSIEFGTNISKEHD. The MHC is HLA-DQA10101-DQB10501 with pseudo-sequence HLA-DQA10101-DQB10501. The binding affinity (normalized) is 0.610. (8) The peptide sequence is AAATAGTTVYGAFAA. The MHC is H-2-IEk with pseudo-sequence H-2-IEk. The binding affinity (normalized) is 0.380. (9) The peptide sequence is LFAAFPSFAGLRPTF. The MHC is DRB1_0301 with pseudo-sequence DRB1_0301. The binding affinity (normalized) is 0. (10) The peptide sequence is FVVTGRVYCDPCRAG. The MHC is DRB1_0301 with pseudo-sequence DRB1_0301. The binding affinity (normalized) is 0.312.